This data is from Catalyst prediction with 721,799 reactions and 888 catalyst types from USPTO. The task is: Predict which catalyst facilitates the given reaction. Reactant: [CH3:1][N:2]1[CH2:6][CH:5]([C:7]([O:9]C(C)(C)C)=[O:8])[NH:4][C:3]1=[O:14]. Product: [CH3:1][N:2]1[CH2:6][CH:5]([C:7]([OH:9])=[O:8])[NH:4][C:3]1=[O:14]. The catalyst class is: 137.